The task is: Predict which catalyst facilitates the given reaction.. This data is from Catalyst prediction with 721,799 reactions and 888 catalyst types from USPTO. (1) Reactant: ClC1C=CC([N:8]([CH3:32])[C:9]([C:11]2[C:16]([CH3:17])=[CH:15][C:14]([N:18]3[CH2:23][CH2:22][O:21][CH2:20][CH2:19]3)=[CH:13][C:12]=2OS(C(F)(F)F)(=O)=O)=[O:10])=CC=1.C([C:37]1[CH:42]=[C:41](C)[CH:40]=[C:39](C(C)(C)C)[C:38]=1O)(C)(C)C.[Cl-:49].[Li+].C([Sn](CCCC)(CCCC)[C:56]1[CH2:60][CH2:59][CH2:58][CH:57]=1)CCC. The catalyst class is: 551. Product: [Cl:49][C:37]1[CH:38]=[CH:39][C:40]([CH2:32][NH:8][C:9](=[O:10])[C:11]2[C:16]([CH3:17])=[CH:15][C:14]([N:18]3[CH2:19][CH2:20][O:21][CH2:22][CH2:23]3)=[CH:13][C:12]=2[C:56]2[CH2:60][CH2:59][CH2:58][CH:57]=2)=[CH:41][CH:42]=1. (2) Reactant: Cl[C:2]1[CH:7]=[CH:6][N:5]=[C:4]([C:8]2[N:12]3[CH:13]=[C:14]([F:17])[CH:15]=[CH:16][C:11]3=[N:10][CH:9]=2)[N:3]=1.Cl.[CH3:19][O:20][C:21]([C@H:23]1[CH2:27][CH2:26][CH2:25][NH:24]1)=[O:22].C(N(CC)CC)C. Product: [F:17][C:14]1[CH:15]=[CH:16][C:11]2[N:12]([C:8]([C:4]3[N:3]=[C:2]([N:24]4[CH2:25][CH2:26][CH2:27][C@@H:23]4[C:21]([O:20][CH3:19])=[O:22])[CH:7]=[CH:6][N:5]=3)=[CH:9][N:10]=2)[CH:13]=1. The catalyst class is: 5. (3) Reactant: [CH2:1]([O:8][C:9]([NH:11][C:12]1([C:19]([O:21][CH2:22][CH3:23])=[O:20])[CH2:17][C:16](=[O:18])[NH:15][C:13]1=[O:14])=[O:10])[C:2]1[CH:7]=[CH:6][CH:5]=[CH:4][CH:3]=1.C([O-])(=O)CC(CC([O-])=O)(C([O-])=O)O.[OH-].[Na+].S([O-])([O-])(=O)=O.[NH4+].[NH4+]. Product: [CH2:1]([O:8][C:9]([NH:11][C@:12]1([C:19]([O:21][CH2:22][CH3:23])=[O:20])[CH2:17][C:16](=[O:18])[NH:15][C:13]1=[O:14])=[O:10])[C:2]1[CH:7]=[CH:6][CH:5]=[CH:4][CH:3]=1. The catalyst class is: 16. (4) Reactant: [CH3:1][N:2]([CH3:61])[CH2:3][CH2:4][CH2:5][NH:6][C:7]([C:9]1[CH:14]=[CH:13][C:12]([C:15]2[CH:20]=[CH:19][C:18]([CH2:21][C@H:22]([NH:42][C:43]([C@H:45]3[CH2:50][CH2:49][C@H:48]([CH2:51][NH:52]C(=O)OC(C)(C)C)[CH2:47][CH2:46]3)=[O:44])[C:23](=[O:41])[NH:24][C:25]3[CH:40]=[CH:39][C:28]4[NH:29][C:30]([C:32]([F:38])([F:37])[C:33]([F:36])([F:35])[F:34])=[N:31][C:27]=4[CH:26]=3)=[CH:17][CH:16]=2)=[C:11]([CH3:60])[CH:10]=1)=[O:8].[ClH:62]. Product: [ClH:62].[NH2:52][CH2:51][C@H:48]1[CH2:47][CH2:46][C@H:45]([C:43]([NH:42][C@H:22]([C:23](=[O:41])[NH:24][C:25]2[CH:40]=[CH:39][C:28]3[NH:29][C:30]([C:32]([F:38])([F:37])[C:33]([F:34])([F:35])[F:36])=[N:31][C:27]=3[CH:26]=2)[CH2:21][C:18]2[CH:19]=[CH:20][C:15]([C:12]3[CH:13]=[CH:14][C:9]([C:7]([NH:6][CH2:5][CH2:4][CH2:3][N:2]([CH3:61])[CH3:1])=[O:8])=[CH:10][C:11]=3[CH3:60])=[CH:16][CH:17]=2)=[O:44])[CH2:50][CH2:49]1. The catalyst class is: 12. (5) Reactant: [CH:1]1([C:6](=[S:8])[NH2:7])[CH2:5][CH2:4][CH2:3][CH2:2]1.Br[CH:10]([C:16](=O)[C:17]1[CH:22]=[CH:21][C:20]([O:23][C:24]2[CH:29]=[CH:28][CH:27]=[CH:26][CH:25]=2)=[CH:19][CH:18]=1)[C:11]([O:13][CH2:14][CH3:15])=[O:12]. Product: [CH:1]1([C:6]2[S:8][C:10]([C:11]([O:13][CH2:14][CH3:15])=[O:12])=[C:16]([C:17]3[CH:18]=[CH:19][C:20]([O:23][C:24]4[CH:29]=[CH:28][CH:27]=[CH:26][CH:25]=4)=[CH:21][CH:22]=3)[N:7]=2)[CH2:5][CH2:4][CH2:3][CH2:2]1. The catalyst class is: 14. (6) Reactant: [N+:1]([C:4]1[CH:13]=[CH:12][CH:11]=[C:10]2[C:5]=1[CH:6]=[CH:7][N:8]([C:15]1[CH:19]=[CH:18][NH:17][N:16]=1)[C:9]2=[O:14])([O-])=O.CO. Product: [NH2:1][C:4]1[CH:13]=[CH:12][CH:11]=[C:10]2[C:5]=1[CH:6]=[CH:7][N:8]([C:15]1[CH:19]=[CH:18][NH:17][N:16]=1)[C:9]2=[O:14]. The catalyst class is: 45. (7) Reactant: Br[CH2:2][C:3]1[C:4]([C:17]2[CH:22]=[CH:21][CH:20]=[CH:19][CH:18]=2)=[N:5][C:6]2[C:11]([C:12]=1[C:13]([O:15][CH3:16])=[O:14])=[CH:10][CH:9]=[CH:8][CH:7]=2.[C:23]([O:27][C:28]([N:30]1[CH2:34][CH2:33][CH2:32][C@H:31]1[CH2:35][OH:36])=[O:29])([CH3:26])([CH3:25])[CH3:24].CC(C)([O-])C.[K+]. Product: [CH3:26][C:23]([O:27][C:28]([N:30]1[CH2:34][CH2:33][CH2:32][C@H:31]1[CH2:35][O:36][CH2:2][C:3]1[C:4]([C:17]2[CH:22]=[CH:21][CH:20]=[CH:19][CH:18]=2)=[N:5][C:6]2[C:11]([C:12]=1[C:13]([O:15][CH3:16])=[O:14])=[CH:10][CH:9]=[CH:8][CH:7]=2)=[O:29])([CH3:24])[CH3:25]. The catalyst class is: 1. (8) Reactant: C([O:3][C:4]([C:6]1[NH:7][C:8]2[C:13]([CH:14]=1)=[C:12]([O:15][C:16]1[CH:21]=[CH:20][C:19]([CH3:22])=[CH:18][CH:17]=1)[CH:11]=[CH:10][CH:9]=2)=[O:5])C.[Li+].[OH-]. Product: [C:19]1([CH3:22])[CH:18]=[CH:17][C:16]([O:15][C:12]2[CH:11]=[CH:10][CH:9]=[C:8]3[C:13]=2[CH:14]=[C:6]([C:4]([OH:5])=[O:3])[NH:7]3)=[CH:21][CH:20]=1. The catalyst class is: 24.